This data is from Forward reaction prediction with 1.9M reactions from USPTO patents (1976-2016). The task is: Predict the product of the given reaction. (1) Given the reactants [F:1][C:2]1[C:8]([F:9])=[CH:7][CH:6]=[CH:5][C:3]=1[NH2:4].[C:10](Cl)(=[O:19])[CH:11]=[CH:12][C:13]1[CH:18]=[CH:17][CH:16]=[CH:15][CH:14]=1.N1C(C)=CC=CC=1C.BrC1C=C(NC(=O)/C=C/C2C=CC=CC=2)C=CC=1, predict the reaction product. The product is: [F:1][C:2]1[C:8]([F:9])=[CH:7][CH:6]=[CH:5][C:3]=1[NH:4][C:10](=[O:19])/[CH:11]=[CH:12]/[C:13]1[CH:18]=[CH:17][CH:16]=[CH:15][CH:14]=1. (2) Given the reactants [C:1]1([CH3:11])[CH:6]=[CH:5][C:4]([CH:7]=[CH:8][CH2:9][OH:10])=[CH:3][CH:2]=1.[CH3:12]S(N[C@@H]1CCCC[C@H]1NS(C)(=O)=O)(=O)=O.C([Zn]CC)C.ICI, predict the reaction product. The product is: [C:1]1([CH3:11])[CH:2]=[CH:3][C:4]([CH:7]2[CH2:12][CH:8]2[CH2:9][OH:10])=[CH:5][CH:6]=1. (3) Given the reactants [C:1]([O:5][C:6]([N:8]1[CH2:13][CH2:12][N:11]([C:14]2[CH:15]=[CH:16][CH:17]=[C:18]3[C:23]=2[N:22]=[CH:21][C:20](I)=[CH:19]3)[CH2:10][CH2:9]1)=[O:7])([CH3:4])([CH3:3])[CH3:2].CC1(C)C2C=CC=C(P(C3C=CC=CC=3)C3C=CC=CC=3)C=2OC2C1=CC=CC=2P(C1C=CC=CC=1)C1C=CC=CC=1.CC(C)([O-])C.[Na+].C(=[NH:86])(C1C=CC=CC=1)C1C=CC=CC=1.[Cl-].[Na+].C([O-])(O)=O.[Na+], predict the reaction product. The product is: [C:1]([O:5][C:6]([N:8]1[CH2:13][CH2:12][N:11]([C:14]2[CH:15]=[CH:16][CH:17]=[C:18]3[C:23]=2[N:22]=[CH:21][C:20]([NH2:86])=[CH:19]3)[CH2:10][CH2:9]1)=[O:7])([CH3:4])([CH3:3])[CH3:2]. (4) Given the reactants [N:1]1[CH:6]=[C:5](B(O)O)[CH:4]=[N:3][CH:2]=1.Br[C:11]1[C:12]([F:40])=[CH:13][C:14]([F:39])=[C:15]([C@:17]2([CH3:38])[CH2:22][C@@H:21]([C:23]3[C:24]([CH3:29])=[N:25][O:26][C:27]=3[CH3:28])[S:20][C:19]([NH:30][C:31](=[O:37])[O:32][C:33]([CH3:36])([CH3:35])[CH3:34])=[N:18]2)[CH:16]=1.C(=O)([O-])[O-].[Cs+].[Cs+], predict the reaction product. The product is: [F:39][C:14]1[CH:13]=[C:12]([F:40])[C:11]([C:5]2[CH:6]=[N:1][CH:2]=[N:3][CH:4]=2)=[CH:16][C:15]=1[C@:17]1([CH3:38])[CH2:22][C@@H:21]([C:23]2[C:24]([CH3:29])=[N:25][O:26][C:27]=2[CH3:28])[S:20][C:19]([NH:30][C:31](=[O:37])[O:32][C:33]([CH3:35])([CH3:34])[CH3:36])=[N:18]1.